This data is from Full USPTO retrosynthesis dataset with 1.9M reactions from patents (1976-2016). The task is: Predict the reactants needed to synthesize the given product. (1) Given the product [Cl:27][C:28]1[CH:29]=[C:30]2[C:31](=[CH:37][C:38]=1[Cl:39])[CH2:32][N:23]([C:22]1[CH:24]=[CH:25][CH:26]=[C:20]([CH2:19][CH2:18][N:15]3[CH2:14][CH2:13][N:12]([C:8]4[CH:7]=[CH:6][CH:5]=[C:4]5[C:9]=4[CH:10]=[CH:11][C:2]([CH3:1])=[N:3]5)[CH2:17][CH2:16]3)[CH:21]=1)[CH2:34]2, predict the reactants needed to synthesize it. The reactants are: [CH3:1][C:2]1[CH:11]=[CH:10][C:9]2[C:4](=[CH:5][CH:6]=[CH:7][C:8]=2[N:12]2[CH2:17][CH2:16][N:15]([CH2:18][CH2:19][C:20]3[CH:21]=[C:22]([CH:24]=[CH:25][CH:26]=3)[NH2:23])[CH2:14][CH2:13]2)[N:3]=1.[Cl:27][C:28]1[C:38]([Cl:39])=[CH:37][C:31]2[C:32](=O)O[C:34](=O)[C:30]=2[CH:29]=1. (2) Given the product [NH2:54][C:41]1[CH:40]=[CH:39][C:38]([C:19]2[C:20]([N:22]([CH3:27])[S:23]([CH3:26])(=[O:25])=[O:24])=[CH:21][C:11]3[O:10][C:9]([C:3]4[CH:4]=[CH:5][C:6]([F:8])=[CH:7][C:2]=4[F:1])=[C:13]([C:14]([NH:16][CH3:17])=[O:15])[C:12]=3[CH:18]=2)=[N:43][C:42]=1[C:44]1[NH:45][C:46]2[C:51]([CH:52]=1)=[C:50]([F:53])[CH:49]=[CH:48][CH:47]=2, predict the reactants needed to synthesize it. The reactants are: [F:1][C:2]1[CH:7]=[C:6]([F:8])[CH:5]=[CH:4][C:3]=1[C:9]1[O:10][C:11]2[CH:21]=[C:20]([N:22]([CH3:27])[S:23]([CH3:26])(=[O:25])=[O:24])[C:19](B3OC(C)(C)C(C)(C)O3)=[CH:18][C:12]=2[C:13]=1[C:14]([NH:16][CH3:17])=[O:15].Cl[C:38]1[N:43]=[C:42]([C:44]2[NH:45][C:46]3[C:51]([CH:52]=2)=[C:50]([F:53])[CH:49]=[CH:48][CH:47]=3)[C:41]([NH2:54])=[CH:40][CH:39]=1. (3) Given the product [Cl:11][C:12]1[C:17]([O:18][CH3:19])=[C:16]([CH2:20][OH:21])[CH:15]=[C:14]([CH:24]2[CH2:26][CH2:25]2)[C:13]=1[C:27]1[CH:32]=[CH:31][C:30]([F:33])=[CH:29][C:28]=1[F:34], predict the reactants needed to synthesize it. The reactants are: [H-].C([Al+]CC(C)C)C(C)C.[Cl:11][C:12]1[C:17]([O:18][CH3:19])=[C:16]([C:20](OC)=[O:21])[CH:15]=[C:14]([CH:24]2[CH2:26][CH2:25]2)[C:13]=1[C:27]1[CH:32]=[CH:31][C:30]([F:33])=[CH:29][C:28]=1[F:34].O.O.O.O.O.O.O.O.O.O.S([O-])([O-])(=O)=O.[Na+].[Na+]. (4) Given the product [F:36][C:37]1[C:38]([NH:47][C@H:48]2[CH2:52][CH2:51][CH2:50][C@@H:49]2[NH:53][C:62](=[O:63])[C:61]2[CH:65]=[CH:66][CH:67]=[CH:68][C:60]=2[C:58]2[O:57][N:56]=[C:55]([CH3:54])[N:59]=2)=[N:39][CH:40]=[C:41]([C:43]([F:46])([F:44])[F:45])[CH:42]=1, predict the reactants needed to synthesize it. The reactants are: C(OC1C=NC(C2C=CC=CC=2C(N[C@H]2CCC[C@@H]2NC2C=NC(C(F)(F)F)=CN=2)=O)=NC=1)C.Cl.[F:36][C:37]1[C:38]([NH:47][C@H:48]2[CH2:52][CH2:51][CH2:50][C@@H:49]2[NH2:53])=[N:39][CH:40]=[C:41]([C:43]([F:46])([F:45])[F:44])[CH:42]=1.[CH3:54][C:55]1[N:59]=[C:58]([C:60]2[CH:68]=[CH:67][CH:66]=[CH:65][C:61]=2[C:62](O)=[O:63])[O:57][N:56]=1. (5) The reactants are: [Br:1][C:2]1[CH:3]=[C:4]([O:9][CH2:10][C:11]2[C:16]([F:17])=[CH:15][CH:14]=[CH:13][C:12]=2[F:18])[C:5]([NH2:8])=[N:6][CH:7]=1.Cl[CH:20]([C:26]([CH3:28])=O)[C:21]([O:23][CH2:24][CH3:25])=[O:22]. Given the product [Br:1][C:2]1[CH:3]=[C:4]([O:9][CH2:10][C:11]2[C:12]([F:18])=[CH:13][CH:14]=[CH:15][C:16]=2[F:17])[C:5]2[N:6]([C:20]([C:21]([O:23][CH2:24][CH3:25])=[O:22])=[C:26]([CH3:28])[N:8]=2)[CH:7]=1, predict the reactants needed to synthesize it. (6) Given the product [C:27]1([S:24]([N:20]2[CH:21]=[C:22]([C:48]([C:47]3[CH:51]=[C:52]([O:56][CH3:57])[C:53]([O:54][CH3:55])=[C:45]([O:44][CH3:43])[CH:46]=3)=[O:49])[N:23]=[C:19]2[C:12]2[C:13]3[C:18](=[CH:17][CH:16]=[CH:15][CH:14]=3)[N:10]([S:7]([C:1]3[CH:2]=[CH:3][CH:4]=[CH:5][CH:6]=3)(=[O:9])=[O:8])[CH:11]=2)(=[O:25])=[O:26])[CH:28]=[CH:29][CH:30]=[CH:31][CH:32]=1, predict the reactants needed to synthesize it. The reactants are: [C:1]1([S:7]([N:10]2[C:18]3[C:13](=[CH:14][CH:15]=[CH:16][CH:17]=3)[C:12]([C:19]3[N:20]([S:24]([C:27]4[CH:32]=[CH:31][CH:30]=[CH:29][CH:28]=4)(=[O:26])=[O:25])[CH:21]=[CH:22][N:23]=3)=[CH:11]2)(=[O:9])=[O:8])[CH:6]=[CH:5][CH:4]=[CH:3][CH:2]=1.C([Li])(C)(C)C.CCCCC.[CH3:43][O:44][C:45]1[CH:46]=[C:47]([CH:51]=[C:52]([O:56][CH3:57])[C:53]=1[O:54][CH3:55])[C:48](Cl)=[O:49]. (7) Given the product [CH2:1]([O:8][C@H:9]1[C@H:14]([O:15][CH2:16][C:17]2[CH:18]=[CH:19][CH:20]=[CH:21][CH:22]=2)[C@@H:13]([O:23][CH2:24][C:25]2[CH:30]=[CH:29][CH:28]=[CH:27][CH:26]=2)[C@H:12]([C:31]2[CH:36]=[CH:35][C:34]([Cl:37])=[C:33]([CH2:38][C:39]3[S:40][C:41]([C:44]4[O:45][CH:46]=[CH:47][CH:48]=4)=[CH:42][N:43]=3)[CH:32]=2)[O:11][C@@H:10]1[CH:49]([OH:50])[CH3:51])[C:2]1[CH:3]=[CH:4][CH:5]=[CH:6][CH:7]=1, predict the reactants needed to synthesize it. The reactants are: [CH2:1]([O:8][C@H:9]1[C@H:14]([O:15][CH2:16][C:17]2[CH:22]=[CH:21][CH:20]=[CH:19][CH:18]=2)[C@@H:13]([O:23][CH2:24][C:25]2[CH:30]=[CH:29][CH:28]=[CH:27][CH:26]=2)[C@H:12]([C:31]2[CH:36]=[CH:35][C:34]([Cl:37])=[C:33]([CH2:38][C:39]3[S:40][C:41]([C:44]4[O:45][CH:46]=[CH:47][CH:48]=4)=[CH:42][N:43]=3)[CH:32]=2)[O:11][C@@H:10]1[CH:49]=[O:50])[C:2]1[CH:7]=[CH:6][CH:5]=[CH:4][CH:3]=1.[CH3:51][Mg]Br.[NH4+].[Cl-]. (8) The reactants are: [CH3:1][S:2]([C:5]1[CH:6]=[C:7]([C:11]2[CH:16]=[CH:15][C:14]([N:17]3[CH:21]=[C:20]([C:22]([NH:24][NH2:25])=O)[N:19]=[C:18]3[C:26]3[CH:31]=[CH:30][CH:29]=[CH:28][C:27]=3[C:32]([F:35])([F:34])[F:33])=[CH:13][CH:12]=2)[CH:8]=[CH:9][CH:10]=1)(=[O:4])=[O:3].[CH3:36][N:37]=[C:38]=[S:39].Cl. Given the product [CH3:36][N:37]1[C:38](=[S:39])[NH:25][N:24]=[C:22]1[C:20]1[N:19]=[C:18]([C:26]2[CH:31]=[CH:30][CH:29]=[CH:28][C:27]=2[C:32]([F:35])([F:34])[F:33])[N:17]([C:14]2[CH:15]=[CH:16][C:11]([C:7]3[CH:8]=[CH:9][CH:10]=[C:5]([S:2]([CH3:1])(=[O:4])=[O:3])[CH:6]=3)=[CH:12][CH:13]=2)[CH:21]=1, predict the reactants needed to synthesize it. (9) Given the product [C:19]1([CH3:23])[CH:20]=[CH:21][CH:22]=[C:17]([O:16][C:14](=[O:15])[NH:12][N:3]2[CH2:4][CH2:5][C:6]3[C:11](=[CH:10][CH:9]=[CH:8][CH:7]=3)[CH2:2]2)[CH:18]=1, predict the reactants needed to synthesize it. The reactants are: Cl.[CH2:2]1[C:11]2[C:6](=[CH:7][CH:8]=[CH:9][CH:10]=2)[CH2:5][CH2:4][N:3]1[NH2:12].Cl[C:14]([O:16][C:17]1[CH:18]=[C:19]([CH3:23])[CH:20]=[CH:21][CH:22]=1)=[O:15]. (10) Given the product [N:28]1([CH2:27][CH2:26][CH2:25][O:24][C:17]2[C:18]3[C:23](=[CH:22][CH:21]=[CH:20][CH:19]=3)[C:14]([N:11]3[CH2:10][CH2:9][NH:8][CH2:13][CH2:12]3)=[CH:15][CH:16]=2)[CH2:33][CH2:32][CH2:31][CH2:30][CH2:29]1, predict the reactants needed to synthesize it. The reactants are: C(OC([N:8]1[CH2:13][CH2:12][N:11]([C:14]2[C:23]3[C:18](=[CH:19][CH:20]=[CH:21][CH:22]=3)[C:17]([O:24][CH2:25][CH2:26][CH2:27][N:28]3[CH2:33][CH2:32][CH2:31][CH2:30][CH2:29]3)=[CH:16][CH:15]=2)[CH2:10][CH2:9]1)=O)(C)(C)C.FC(F)(F)C(O)=O.